The task is: Predict the product of the given reaction.. This data is from Forward reaction prediction with 1.9M reactions from USPTO patents (1976-2016). (1) Given the reactants [CH3:1][O:2][C:3]1[CH:8]=[CH:7][C:6]([C:9]2[S:13][C:12]3[CH:14]=[C:15]([O:18][CH3:19])[CH:16]=[CH:17][C:11]=3[CH:10]=2)=[CH:5][CH:4]=1.[CH3:20][O:21][C:22]1[CH:23]=[C:24]([CH2:32][CH2:33][C:34](Cl)=[O:35])[CH:25]=[C:26]([O:30][CH3:31])[C:27]=1[O:28][CH3:29].[Al+3].[Cl-].[Cl-].[Cl-].O, predict the reaction product. The product is: [CH3:31][O:30][C:26]1[CH:25]=[C:24]([CH2:32][CH2:33][C:34]([C:10]2[C:11]3[CH:17]=[CH:16][C:15]([O:18][CH3:19])=[CH:14][C:12]=3[S:13][C:9]=2[C:6]2[CH:7]=[CH:8][C:3]([O:2][CH3:1])=[CH:4][CH:5]=2)=[O:35])[CH:23]=[C:22]([O:21][CH3:20])[C:27]=1[O:28][CH3:29]. (2) Given the reactants O=[CH:2][C@@H:3]([C@H:5]([C@@H:7]([C@@H:9]([CH2:11]O)O)O)O)O.OS(C(F)(F)F)(=O)=O.O.O.O.O.O.O.O.[Cl-].[Ce+3].[Cl-].[Cl-].[CH3:32][C:33](=O)[CH2:34][C:35](=O)[CH3:36], predict the reaction product. The product is: [CH2:33]([CH:34]([CH2:2][CH2:3][CH2:5][CH2:7][CH2:9][CH3:11])[CH2:35][CH3:36])[CH3:32].